Regression. Given two drug SMILES strings and cell line genomic features, predict the synergy score measuring deviation from expected non-interaction effect. From a dataset of NCI-60 drug combinations with 297,098 pairs across 59 cell lines. (1) Drug 1: CC1=C2C(C(=O)C3(C(CC4C(C3C(C(C2(C)C)(CC1OC(=O)C(C(C5=CC=CC=C5)NC(=O)OC(C)(C)C)O)O)OC(=O)C6=CC=CC=C6)(CO4)OC(=O)C)O)C)O. Drug 2: CC1C(C(CC(O1)OC2CC(CC3=C2C(=C4C(=C3O)C(=O)C5=CC=CC=C5C4=O)O)(C(=O)C)O)N)O. Cell line: LOX IMVI. Synergy scores: CSS=48.2, Synergy_ZIP=-3.38, Synergy_Bliss=-2.69, Synergy_Loewe=1.66, Synergy_HSA=2.86. (2) Drug 1: CC(C1=C(C=CC(=C1Cl)F)Cl)OC2=C(N=CC(=C2)C3=CN(N=C3)C4CCNCC4)N. Drug 2: C(CCl)NC(=O)N(CCCl)N=O. Cell line: SF-295. Synergy scores: CSS=11.5, Synergy_ZIP=-4.76, Synergy_Bliss=-4.89, Synergy_Loewe=-41.5, Synergy_HSA=-3.86. (3) Drug 1: CCN(CC)CCNC(=O)C1=C(NC(=C1C)C=C2C3=C(C=CC(=C3)F)NC2=O)C. Drug 2: C(CN)CNCCSP(=O)(O)O. Cell line: KM12. Synergy scores: CSS=7.65, Synergy_ZIP=-0.599, Synergy_Bliss=-3.45, Synergy_Loewe=-31.1, Synergy_HSA=-12.3. (4) Drug 1: CC12CCC3C(C1CCC2=O)CC(=C)C4=CC(=O)C=CC34C. Drug 2: CC1=C(C(=O)C2=C(C1=O)N3CC4C(C3(C2COC(=O)N)OC)N4)N. Cell line: A549. Synergy scores: CSS=45.3, Synergy_ZIP=-0.0402, Synergy_Bliss=-0.201, Synergy_Loewe=1.03, Synergy_HSA=4.31. (5) Drug 2: COCCOC1=C(C=C2C(=C1)C(=NC=N2)NC3=CC=CC(=C3)C#C)OCCOC. Drug 1: C1=CC=C(C=C1)NC(=O)CCCCCCC(=O)NO. Cell line: OVCAR3. Synergy scores: CSS=76.8, Synergy_ZIP=2.21, Synergy_Bliss=2.79, Synergy_Loewe=3.55, Synergy_HSA=6.35. (6) Drug 1: CC(CN1CC(=O)NC(=O)C1)N2CC(=O)NC(=O)C2. Drug 2: CS(=O)(=O)CCNCC1=CC=C(O1)C2=CC3=C(C=C2)N=CN=C3NC4=CC(=C(C=C4)OCC5=CC(=CC=C5)F)Cl. Cell line: SNB-19. Synergy scores: CSS=22.6, Synergy_ZIP=-2.82, Synergy_Bliss=7.96, Synergy_Loewe=8.23, Synergy_HSA=8.26.